This data is from Orexin1 receptor HTS with 218,158 compounds and 233 confirmed actives. The task is: Binary Classification. Given a drug SMILES string, predict its activity (active/inactive) in a high-throughput screening assay against a specified biological target. (1) The compound is S(CC(=O)N1c2c(NC(=O)C1)cccc2)c1n(N)c(nn1)Cc1c2c(ccc1)cccc2. The result is 0 (inactive). (2) The compound is O=C1N(C(=O)NC21CCCc1c2cccc1)CC(=O)Nc1cc(OC)ccc1. The result is 0 (inactive). (3) The drug is O=C1N(CC1(C)C)c1ccc(cc1)C(=O)c1ccccc1. The result is 0 (inactive). (4) The compound is Clc1ccc(CNc2oc(nc2C#N)c2sccc2)cc1. The result is 0 (inactive). (5) The molecule is O=C(NC1CCCC1)C(N(Cc1ccc(cc1)C)C(=O)c1[nH]ncc1)c1cc(OC)c(OC)cc1. The result is 0 (inactive).